Dataset: Reaction yield outcomes from USPTO patents with 853,638 reactions. Task: Predict the reaction yield, written as a fraction of the theoretical maximum amount of product (1.0 means a 100% yield; for example, 0.34 means a 34% yield). (1) The reactants are [F:1][C:2]1[C:11]([N+:12]([O-])=O)=[CH:10][CH:9]=[C:8]([F:15])[C:3]=1[C:4]([O:6][CH3:7])=[O:5]. The catalyst is CO.[Pd]. The product is [NH2:12][C:11]1[C:2]([F:1])=[C:3]([C:8]([F:15])=[CH:9][CH:10]=1)[C:4]([O:6][CH3:7])=[O:5]. The yield is 0.930. (2) The reactants are [NH2:1][CH2:2][CH2:3][OH:4].Cl[C:6]1[C:15]([N+:16]([O-:18])=[O:17])=[CH:14][CH:13]=[CH:12][C:7]=1[C:8]([O:10][CH3:11])=[O:9]. The catalyst is CN(C=O)C. The product is [OH:4][CH2:3][CH2:2][NH:1][C:6]1[C:15]([N+:16]([O-:18])=[O:17])=[CH:14][CH:13]=[CH:12][C:7]=1[C:8]([O:10][CH3:11])=[O:9]. The yield is 0.990. (3) The reactants are C([NH:9][C:10]([NH:12][C:13]1[CH:14]=[C:15]([C:21]2[CH:26]=[CH:25][CH:24]=[CH:23][CH:22]=2)[CH:16]=[C:17]([O:19][CH3:20])[CH:18]=1)=[S:11])(=O)C1C=CC=CC=1.C[O-].[Na+]. The catalyst is CO. The product is [CH3:20][O:19][C:17]1[CH:18]=[C:13]([NH:12][C:10]([NH2:9])=[S:11])[CH:14]=[C:15]([C:21]2[CH:26]=[CH:25][CH:24]=[CH:23][CH:22]=2)[CH:16]=1. The yield is 0.880. (4) The catalyst is O. The reactants are O1CCCC1.[F:6][C:7]1[CH:23]=[CH:22][C:10]([O:11][C:12]2[S:16][C:15]([CH2:17][C:18](Cl)=[N:19][OH:20])=[CH:14][CH:13]=2)=[CH:9][CH:8]=1.[C:24]([C:26]1[C:27]([NH2:32])=[N:28][CH:29]=[CH:30][CH:31]=1)#[CH:25].C(N(CC)CC)C. The product is [F:6][C:7]1[CH:23]=[CH:22][C:10]([O:11][C:12]2[S:16][C:15]([CH2:17][C:18]3[CH:25]=[C:24]([C:26]4[C:27]([NH2:32])=[N:28][CH:29]=[CH:30][CH:31]=4)[O:20][N:19]=3)=[CH:14][CH:13]=2)=[CH:9][CH:8]=1. The yield is 0.0721. (5) The reactants are Br[C:2]1[CH:7]=[CH:6][C:5]([CH:8]([CH3:16])[C:9]([N:11]2[CH2:15][CH2:14][CH2:13][CH2:12]2)=[O:10])=[CH:4][CH:3]=1.[F:17][C:18]([F:29])([F:28])[C:19]1[C:27]2[CH2:26][CH2:25][CH2:24][CH2:23][C:22]=2[NH:21][N:20]=1.CN(C)CC(O)=O.C(=O)([O-])[O-].[K+].[K+]. The catalyst is CS(C)=O.[Cu]I. The product is [CH3:16][CH:8]([C:5]1[CH:6]=[CH:7][C:2]([N:21]2[C:22]3[CH2:23][CH2:24][CH2:25][CH2:26][C:27]=3[C:19]([C:18]([F:17])([F:29])[F:28])=[N:20]2)=[CH:3][CH:4]=1)[C:9](=[O:10])[N:11]1[CH2:15][CH2:14][CH2:13][CH2:12]1. The yield is 0.0400. (6) The reactants are Br[CH2:2][CH2:3][OH:4].[N-:5]=[N+:6]=[N-:7].[Na+].[S:9](Cl)([C:12]1[CH:18]=[CH:17][C:15]([CH3:16])=[CH:14][CH:13]=1)(=[O:11])=[O:10]. The catalyst is O. The product is [C:15]1([CH3:16])[CH:17]=[CH:18][C:12]([S:9]([O:4][CH2:3][CH2:2][N:5]=[N+:6]=[N-:7])(=[O:11])=[O:10])=[CH:13][CH:14]=1. The yield is 0.720.